This data is from Catalyst prediction with 721,799 reactions and 888 catalyst types from USPTO. The task is: Predict which catalyst facilitates the given reaction. (1) Reactant: [C:1]([O:5][C:6]([NH:8][C:9]1[CH:18]=[CH:17][C:16]([OH:19])=[C:11]([C:12]([O:14]C)=O)[C:10]=1[C:20]([O:22]C)=O)=[O:7])([CH3:4])([CH3:3])[CH3:2].Cl.[NH2:25][CH:26]1[CH2:31][CH2:30][C:29](=[O:32])[NH:28][C:27]1=[O:33]. Product: [O:33]=[C:27]1[CH:26]([N:25]2[C:20](=[O:22])[C:10]3[C:11](=[C:16]([OH:19])[CH:17]=[CH:18][C:9]=3[NH:8][C:6](=[O:7])[O:5][C:1]([CH3:2])([CH3:3])[CH3:4])[C:12]2=[O:14])[CH2:31][CH2:30][C:29](=[O:32])[NH:28]1. The catalyst class is: 17. (2) Reactant: [Cl:1][C:2]1[CH:7]=[CH:6][N:5]=[C:4]([C:8]#[N:9])[C:3]=1F.[Br:11][C:12]1[CH:13]=[C:14]([OH:19])[CH:15]=[C:16]([Cl:18])[CH:17]=1.C(=O)([O-])[O-].[K+].[K+]. Product: [Br:11][C:12]1[CH:13]=[C:14]([CH:15]=[C:16]([Cl:18])[CH:17]=1)[O:19][C:3]1[C:4]([C:8]#[N:9])=[N:5][CH:6]=[CH:7][C:2]=1[Cl:1]. The catalyst class is: 3. (3) Reactant: [I:1][CH2:2][CH2:3][C@@H:4]([C:6]1[CH:11]=[CH:10][CH:9]=[CH:8][CH:7]=1)[OH:5].[F:12][C:13]1[C:18]2[CH:19]=[C:20]([C:22]#[N:23])[S:21][C:17]=2[C:16](O)=[CH:15][CH:14]=1. Product: [F:12][C:13]1[C:18]2[CH:19]=[C:20]([C:22]#[N:23])[S:21][C:17]=2[C:16]([O:5][C@@H:4]([C:6]2[CH:11]=[CH:10][CH:9]=[CH:8][CH:7]=2)[CH2:3][CH2:2][I:1])=[CH:15][CH:14]=1. The catalyst class is: 1. (4) Reactant: [CH2:1]([O:8][N:9]1[C:15](=[O:16])[N:14]2[CH2:17][C@H:10]1[CH2:11][CH2:12][C@H:13]2[C:18]([OH:20])=O)[C:2]1[CH:7]=[CH:6][CH:5]=[CH:4][CH:3]=1.[NH2:21][O:22][CH:23]1[CH2:29][CH:28]2[N:30]([C:31]([O:33][C:34]([CH3:37])([CH3:36])[CH3:35])=[O:32])[CH:25]([CH2:26][CH2:27]2)[CH2:24]1.ON1C2C=CC=CC=2N=N1.Cl.C(N=C=NCCCN(C)C)C. Product: [CH2:1]([O:8][N:9]1[C:15](=[O:16])[N:14]2[CH2:17][C@H:10]1[CH2:11][CH2:12][C@H:13]2[C:18]([NH:21][O:22][CH:23]1[CH2:24][CH:25]2[N:30]([C:31]([O:33][C:34]([CH3:37])([CH3:36])[CH3:35])=[O:32])[CH:28]([CH2:27][CH2:26]2)[CH2:29]1)=[O:20])[C:2]1[CH:3]=[CH:4][CH:5]=[CH:6][CH:7]=1. The catalyst class is: 2. (5) Reactant: [S:1](Cl)(Cl)=[O:2].CC#N.[OH:8][C@H:9]1[C@@H:13]([OH:14])[CH2:12][S:11][C@H:10]1[CH2:15][CH2:16][CH2:17][CH2:18][C:19]([OH:21])=[O:20]. Product: [O:2]=[S:1]1[O:14][C@H:13]2[CH2:12][S:11][C@@H:10]([CH2:15][CH2:16][CH2:17][CH2:18][C:19]([OH:21])=[O:20])[C@H:9]2[O:8]1. The catalyst class is: 170. (6) Reactant: [F:1][C:2]([F:21])([F:20])[S:3](N(C1C=CC=CC=1)[S:3]([C:2]([F:21])([F:20])[F:1])(=[O:5])=[O:4])(=[O:5])=[O:4].[NH2:22][C:23]1[C:28]([C:29]2[O:30][C:31]3[C:32](=[C:34]([OH:38])[CH:35]=[CH:36][CH:37]=3)[N:33]=2)=[CH:27][CH:26]=[CH:25][N:24]=1.C(=O)([O-])[O-].[K+].[K+]. Product: [NH2:22][C:23]1[C:28]([C:29]2[O:30][C:31]3[CH:37]=[CH:36][CH:35]=[C:34]([O:38][S:3]([C:2]([F:21])([F:20])[F:1])(=[O:5])=[O:4])[C:32]=3[N:33]=2)=[CH:27][CH:26]=[CH:25][N:24]=1. The catalyst class is: 4.